From a dataset of Reaction yield outcomes from USPTO patents with 853,638 reactions. Predict the reaction yield, written as a fraction of the theoretical maximum amount of product (1.0 means a 100% yield; for example, 0.34 means a 34% yield). (1) The reactants are Cl.[Cl:2][C:3]1[C:4]([O:17][CH2:18][CH:19]2[CH2:24][CH2:23][NH:22][CH2:21][CH2:20]2)=[CH:5][C:6]([F:16])=[C:7]([CH:15]=1)[C:8]([O:10][C:11]([CH3:14])([CH3:13])[CH3:12])=[O:9].CC1C=CC(S(O[C@@H:36]([C:38]2[CH:43]=[C:42]([Cl:44])[CH:41]=[C:40]([Cl:45])[CH:39]=2)[CH3:37])(=O)=O)=CC=1.C(=O)([O-])[O-].[K+].[K+]. The catalyst is CN(C)C=O.O. The product is [Cl:2][C:3]1[C:4]([O:17][CH2:18][CH:19]2[CH2:20][CH2:21][N:22]([C@H:36]([C:38]3[CH:43]=[C:42]([Cl:44])[CH:41]=[C:40]([Cl:45])[CH:39]=3)[CH3:37])[CH2:23][CH2:24]2)=[CH:5][C:6]([F:16])=[C:7]([CH:15]=1)[C:8]([O:10][C:11]([CH3:13])([CH3:14])[CH3:12])=[O:9]. The yield is 0.730. (2) The reactants are [F:1][C:2]1[C:7]([OH:8])=[CH:6][CH:5]=[C:4]([F:9])[C:3]=1[NH:10][C:11](=O)[C:12]1[CH:17]=[C:16]([C:18]2[CH:23]=[CH:22][CH:21]=[C:20]([F:24])[CH:19]=2)[CH:15]=[C:14]([CH3:25])[C:13]=1[CH3:26]. The catalyst is C1COCC1. The product is [F:1][C:2]1[C:3]([NH:10][CH2:11][C:12]2[CH:17]=[C:16]([C:18]3[CH:23]=[CH:22][CH:21]=[C:20]([F:24])[CH:19]=3)[CH:15]=[C:14]([CH3:25])[C:13]=2[CH3:26])=[C:4]([F:9])[CH:5]=[CH:6][C:7]=1[OH:8]. The yield is 0.890. (3) The catalyst is CS(C)=O. The reactants are F[C:2]1[C:3]([C:8]([O:10][CH2:11][CH3:12])=[O:9])=[N:4][CH:5]=[CH:6][CH:7]=1.C(N(CC)CC)C.[O:20]1[CH2:23][CH:22]([NH2:24])[CH2:21]1. The yield is 0.490. The product is [O:20]1[CH2:23][CH:22]([NH:24][C:2]2[C:3]([C:8]([O:10][CH2:11][CH3:12])=[O:9])=[N:4][CH:5]=[CH:6][CH:7]=2)[CH2:21]1. (4) The reactants are [CH3:1][C:2]1[C:3](=[O:27])[C:4]2[C:9]([C:10](=[O:26])[C:11]=1[CH:12](C(=O)[C@H](C)NC(OC(C)(C)C)=O)[NH2:13])=[CH:8][CH:7]=[CH:6][CH:5]=2.[NH:28]([C:36]([O:38][C:39]([CH3:42])([CH3:41])[CH3:40])=[O:37])[C@@H:29]([C:33]([OH:35])=O)[CH:30]([CH3:32])[CH3:31].CN(C(ON1N=NC2C=CC=CC1=2)=[N+](C)C)C.F[P-](F)(F)(F)(F)F.C1C=CC2N(O)N=NC=2C=1.CCN(C(C)C)C(C)C. The catalyst is C(Cl)Cl. The product is [CH3:1][C:2]1[C:3](=[O:27])[C:4]2[C:9]([C:10](=[O:26])[C:11]=1[CH:12]([C:33](=[O:35])[C@@H:29]([CH:30]([CH3:31])[CH3:32])[NH:28][C:36]([O:38][C:39]([CH3:42])([CH3:41])[CH3:40])=[O:37])[NH2:13])=[CH:8][CH:7]=[CH:6][CH:5]=2. The yield is 0.620.